The task is: Predict which catalyst facilitates the given reaction.. This data is from Catalyst prediction with 721,799 reactions and 888 catalyst types from USPTO. (1) The catalyst class is: 25. Product: [Cl:1][C:2]1[CH:3]=[CH:4][C:5]2[C:6]3[C:14]([NH:15][C@H:16]([CH:21]4[CH2:22][CH2:23]4)[C:17]([F:18])([F:20])[F:19])=[N:13][CH:12]=[C:11]([C:24]([NH2:25])=[O:27])[C:7]=3[NH:8][C:9]=2[CH:10]=1. Reactant: [Cl:1][C:2]1[CH:3]=[CH:4][C:5]2[C:6]3[C:14]([NH:15][C@H:16]([CH:21]4[CH2:23][CH2:22]4)[C:17]([F:20])([F:19])[F:18])=[N:13][CH:12]=[C:11]([C:24]#[N:25])[C:7]=3[NH:8][C:9]=2[CH:10]=1.C(=O)([O-])[O-:27].[K+].[K+].CS(C)=O.OO. (2) Reactant: [F:1][C:2]1([F:12])[CH2:5][CH:4]([CH:6]([OH:11])[CH2:7][N+:8]([O-])=O)[CH2:3]1. Product: [NH2:8][CH2:7][CH:6]([CH:4]1[CH2:5][C:2]([F:12])([F:1])[CH2:3]1)[OH:11]. The catalyst class is: 19. (3) Product: [C:34]([O:26][CH2:25][C:21]1[CH:22]=[CH:23][CH:24]=[C:19]([NH:18][C:16]([C:13]2[N:12]=[N:11][N:10]([CH2:9][C:4]3[CH:5]=[CH:6][C:7]([Cl:8])=[C:2]([Cl:1])[CH:3]=3)[C:14]=2[CH3:15])=[O:17])[CH:20]=1)(=[O:36])[CH3:35]. The catalyst class is: 168. Reactant: [Cl:1][C:2]1[CH:3]=[C:4]([CH2:9][N:10]2[C:14]([CH3:15])=[C:13]([C:16]([NH:18][C:19]3[CH:24]=[CH:23][CH:22]=[C:21]([CH2:25][OH:26])[CH:20]=3)=[O:17])[N:12]=[N:11]2)[CH:5]=[CH:6][C:7]=1[Cl:8].CCN(CC)CC.[C:34](Cl)(=[O:36])[CH3:35].O. (4) Reactant: [Br:1][C:2]1[CH:7]=[CH:6][C:5](SC)=[CH:4][C:3]=1[O:10][CH2:11][C:12]([F:15])([F:14])[F:13].Cl[C:17]1C=C(C(OO)=O)C=CC=1.C(=O)(O)[O-].[Na+].[S:32]([O-:36])([O-])(=[O:34])=S.[Na+].[Na+]. Product: [Br:1][C:2]1[CH:7]=[CH:6][C:5]([S:32]([CH3:17])(=[O:36])=[O:34])=[CH:4][C:3]=1[O:10][CH2:11][C:12]([F:13])([F:15])[F:14]. The catalyst class is: 22. (5) Reactant: [O:1]1[CH:5]=[CH:4][CH:3]=[C:2]1[C:6]1[O:7][C:8]([CH3:27])=[C:9]([CH2:11][O:12][C:13]2[CH:18]=[CH:17][C:16]([CH2:19][C:20]([O:22]CC)=[O:21])=[CH:15][C:14]=2[O:25][CH3:26])[N:10]=1.Cl. Product: [O:1]1[CH:5]=[CH:4][CH:3]=[C:2]1[C:6]1[O:7][C:8]([CH3:27])=[C:9]([CH2:11][O:12][C:13]2[CH:18]=[CH:17][C:16]([CH2:19][C:20]([OH:22])=[O:21])=[CH:15][C:14]=2[O:25][CH3:26])[N:10]=1. The catalyst class is: 500.